This data is from Full USPTO retrosynthesis dataset with 1.9M reactions from patents (1976-2016). The task is: Predict the reactants needed to synthesize the given product. (1) Given the product [Cl:10][C:9]1[N:8]=[C:15]([Cl:16])[N:14]=[C:12]([O:1][CH2:2][C@H:3]2[CH2:5][C@H:4]2[C:6]#[N:7])[N:11]=1, predict the reactants needed to synthesize it. The reactants are: [OH:1][CH2:2][C@H:3]1[CH2:5][C@H:4]1[C:6]#[N:7].[N:8]1[C:15]([Cl:16])=[N:14][C:12](Cl)=[N:11][C:9]=1[Cl:10].CCN(C(C)C)C(C)C. (2) Given the product [Cl:13][C:14]1[CH:19]=[C:18]([CH2:20][N:21]2[CH2:22][CH2:23][O:24][CH2:25][CH2:26]2)[CH:17]=[CH:16][C:15]=1[C:27]1[CH:28]=[C:5]([C:6]([OH:11])=[O:30])[C:4]2[C:8](=[CH:9][CH:10]=[C:2]([F:1])[CH:3]=2)[N:7]=1, predict the reactants needed to synthesize it. The reactants are: [F:1][C:2]1[CH:3]=[C:4]2[C:8](=[CH:9][CH:10]=1)[NH:7][C:6](=[O:11])[C:5]2=O.[Cl:13][C:14]1[CH:19]=[C:18]([CH2:20][N:21]2[CH2:26][CH2:25][O:24][CH2:23][CH2:22]2)[CH:17]=[CH:16][C:15]=1[C:27](=O)[CH3:28].[OH-:30].[K+].Cl. (3) Given the product [NH2:7][C@@H:8]([CH2:9][CH2:10][N:11]1[CH2:14][CH:13]([O:15][C:16]2[CH:17]=[CH:18][C:19]([Cl:22])=[CH:20][CH:21]=2)[CH2:12]1)[CH2:23][OH:24], predict the reactants needed to synthesize it. The reactants are: C(OC(=O)[NH:7][C@H:8]([CH2:23][OH:24])[CH2:9][CH2:10][N:11]1[CH2:14][CH:13]([O:15][C:16]2[CH:21]=[CH:20][C:19]([Cl:22])=[CH:18][CH:17]=2)[CH2:12]1)(C)(C)C.FC(F)(F)C(O)=O.